Dataset: Catalyst prediction with 721,799 reactions and 888 catalyst types from USPTO. Task: Predict which catalyst facilitates the given reaction. Reactant: [S:1]1[CH:5]=[CH:4][N:3]=[CH:2]1.[Li]CCCC.[C:11]([O:15][C:16]1[C:25]2[C:20](=[CH:21][CH:22]=[C:23]([C:26]([C:28]3[CH:33]=[CH:32][C:31]([Cl:34])=[CH:30][CH:29]=3)=[O:27])[CH:24]=2)[N:19]=[CH:18][N:17]=1)([CH3:14])([CH3:13])[CH3:12]. Product: [C:11]([O:15][C:16]1[C:25]2[C:20](=[CH:21][CH:22]=[C:23]([C:26]([C:28]3[CH:29]=[CH:30][C:31]([Cl:34])=[CH:32][CH:33]=3)([C:2]3[S:1][CH:5]=[CH:4][N:3]=3)[OH:27])[CH:24]=2)[N:19]=[CH:18][N:17]=1)([CH3:14])([CH3:12])[CH3:13]. The catalyst class is: 7.